Dataset: Peptide-MHC class II binding affinity with 134,281 pairs from IEDB. Task: Regression. Given a peptide amino acid sequence and an MHC pseudo amino acid sequence, predict their binding affinity value. This is MHC class II binding data. The peptide sequence is DPMVQIPRLVANNTR. The MHC is DRB4_0101 with pseudo-sequence DRB4_0103. The binding affinity (normalized) is 0.406.